From a dataset of Forward reaction prediction with 1.9M reactions from USPTO patents (1976-2016). Predict the product of the given reaction. (1) Given the reactants C(NC(C)C)(C)C.[Li]CCCC.[CH3:13][N:14]1[CH2:19][C:18]([N+:26]([O-:28])=[O:27])([C:20]2[CH:25]=[CH:24][CH:23]=[CH:22][CH:21]=2)[CH2:17][CH2:16][C:15]1=[O:29].C1C=CC(S(N(S(C2C=CC=CC=2)(=O)=O)[F:40])(=O)=O)=CC=1, predict the reaction product. The product is: [F:40][CH:16]1[CH2:17][C:18]([N+:26]([O-:28])=[O:27])([C:20]2[CH:25]=[CH:24][CH:23]=[CH:22][CH:21]=2)[CH2:19][N:14]([CH3:13])[C:15]1=[O:29]. (2) Given the reactants [OH:1][C@H:2]1[CH2:19][CH2:18][C@@:17]2([CH3:20])[C@@H:4]([CH2:5][CH2:6][C@:7]3([CH3:41])[C@@H:16]2[CH2:15][CH2:14][C@H:13]2[C@@:8]3([CH3:40])[CH2:9][CH2:10][C@@:11]3([C:27]([NH:29][CH2:30][C:31]4[CH:32]=[C:33]([CH:37]=[CH:38][CH:39]=4)[C:34]([OH:36])=O)=[O:28])[CH2:23][CH2:22][C@@H:21]([C:24]([CH3:26])=[CH2:25])[C@@H:12]32)[C:3]1([CH3:43])[CH3:42].[NH2:44][CH2:45][CH2:46][NH:47][C:48](=[O:50])[CH3:49].CCN=C=NCCCN(C)C.ON1C2N=CC=CC=2N=N1.CN1CCOCC1, predict the reaction product. The product is: [C:48]([NH:47][CH2:46][CH2:45][NH:44][C:34]([C:33]1[CH:32]=[C:31]([CH:39]=[CH:38][CH:37]=1)[CH2:30][NH:29][C:27]([C@:11]12[CH2:23][CH2:22][C@@H:21]([C:24]([CH3:26])=[CH2:25])[C@@H:12]1[C@@H:13]1[C@@:8]([CH3:40])([CH2:9][CH2:10]2)[C@@:7]2([CH3:41])[C@@H:16]([C@:17]3([CH3:20])[C@@H:4]([CH2:5][CH2:6]2)[C:3]([CH3:43])([CH3:42])[C@@H:2]([OH:1])[CH2:19][CH2:18]3)[CH2:15][CH2:14]1)=[O:28])=[O:36])(=[O:50])[CH3:49]. (3) The product is: [Cl:23][CH2:8][C:4]1[CH:5]=[CH:6][CH:7]=[C:2]([F:1])[C:3]=1[O:10][CH3:11]. Given the reactants [F:1][C:2]1[C:3]([O:10][CH3:11])=[C:4]([CH2:8]O)[CH:5]=[CH:6][CH:7]=1.C(N(CC)CC)C.CS([Cl:23])(=O)=O, predict the reaction product. (4) Given the reactants S(=O)(=O)(O)O.[Br:6][C:7]1[CH:12]=[CH:11][C:10]([O:13][CH3:14])=[CH:9][CH:8]=1.O.[Cl:16][CH2:17][C:18]([CH3:20])=[CH2:19], predict the reaction product. The product is: [Br:6][C:7]1[CH:12]=[CH:11][C:10]([O:13][CH3:14])=[C:9]([C:18]([CH3:20])([CH3:19])[CH2:17][Cl:16])[CH:8]=1.